This data is from Experimentally validated miRNA-target interactions with 360,000+ pairs, plus equal number of negative samples. The task is: Binary Classification. Given a miRNA mature sequence and a target amino acid sequence, predict their likelihood of interaction. (1) The miRNA is hsa-miR-3154 with sequence CAGAAGGGGAGUUGGGAGCAGA. The protein sequence of the target gene is MEVKDANSALLSNYEVFQLLTDLKEQRKESGKNKHSSGQQNLNTITYETLKYISKTPCRHQSPEIVREFLTALKSHKLTKAEKLQLLNHRPVTAVEIQLMVEESEERLTEEQIEALLHTVTSILPAEPEAEQKKNTNSNVAMDEEDPA. Result: 1 (interaction). (2) The miRNA is hsa-miR-4524a-3p with sequence UGAGACAGGCUUAUGCUGCUAU. The protein sequence of the target gene is MDLQLKQWRSQQQQQHQTESEEQPSAAKIPKHVFDQIHSHTATSTALPLFTPEPTSSKLSSLSPDSSSRFPKMGSFFSWAQWQELELQALIYRYMLAGAAVPQELLLPIKKSLLHLSPSYFLHHPLQHLPHYQPAWYLGRAAMDPEPGRCRRTDGKKWRCSRDVFAGHKYCERHMHRGRNRSRKPVETPTTVNATATSMASSVAAAATTTTATTTSTFAFGGGGGSEEVVGQGGSFFFSGSSNSSSELLHLSQSCSEMKQESNNMNNKRPYESHIGFSNNRSDGGHILRPFFDDWPRSSL.... Result: 0 (no interaction). (3) The miRNA is hsa-miR-548u with sequence CAAAGACUGCAAUUACUUUUGCG. The protein sequence of the target gene is MVHGSVTFRDVAIDFSQEEWECLQPDQRTLYRDVMLENYSHLISLGSSISKPDVITLLEQEKEPWMVVRKETSRRYPDLELKYGPEKVSPENDTSEVNLPKQVIKQISTTLGIEAFYFRNDSEYRQFEGLQGYQEGNINQKMISYEKLPTHTPHASLICNTHKPYECKECGKYFSRSANLIQHQSIHTGEKPFECKECGKAFRLHIQFTRHQKFHTGEKPFECNECGKAFSLLTLLNRHKNIHTGEKLFECKECGKSFNRSSNLVQHQSIHSGVKPYECKECGKGFNRGAHLIQHQKIHS.... Result: 1 (interaction). (4) The miRNA is hsa-miR-5193 with sequence UCCUCCUCUACCUCAUCCCAGU. The protein sequence of the target gene is MLRARPEALMLLGALLTGSLGPSGNQDALSLPWEVQRYDGWFNNLRHHERGAVGCRLQRRVPANYADGVYQALEEPQLPNPRRLSNAATRGIAGLPSLHNRTVLGVFFGYHVLSDVVSVETPGCPAEFLNIRIPPGDPVFDPDQRGDVVLPFQRSRWDPETGRSPSNPRDLANQVTGWLDGSAIYGSSHSWSDALRSFSGGQLASGPDPAFPRDSQNPLLMWAAPDPATGQNGPRGLYAFGAERGNREPFLQALGLLWFRYHNLWAQRLARQHPDWEDEELFQHARKRVIATYQNIAVYE.... Result: 1 (interaction).